Dataset: Full USPTO retrosynthesis dataset with 1.9M reactions from patents (1976-2016). Task: Predict the reactants needed to synthesize the given product. (1) Given the product [Cl:25][C:26]1[C:31]([NH:32][CH:21]2[CH2:22][CH2:23][N:18]([C:16]([O:15][CH2:8][C:9]3[CH:14]=[CH:13][CH:12]=[CH:11][CH:10]=3)=[O:17])[CH2:19][CH2:20]2)=[CH:30][CH:29]=[CH:28][N:27]=1, predict the reactants needed to synthesize it. The reactants are: C(O)(C(F)(F)F)=O.[CH2:8]([O:15][C:16]([N:18]1[CH2:23][CH2:22][C:21](=O)[CH2:20][CH2:19]1)=[O:17])[C:9]1[CH:14]=[CH:13][CH:12]=[CH:11][CH:10]=1.[Cl:25][C:26]1[C:31]([NH2:32])=[CH:30][CH:29]=[CH:28][N:27]=1.C(O[BH-](OC(=O)C)OC(=O)C)(=O)C.[Na+].[OH-].[Na+]. (2) Given the product [C:1]([O:5][C:6]([N:8]([C:25]([O:27][C:28]([CH3:31])([CH3:30])[CH3:29])=[O:26])[C:9]1[CH:13]=[C:12]([C:14]2[CH:19]=[CH:18][C:17]([Cl:20])=[CH:16][CH:15]=2)[S:11][C:10]=1[C:21]([OH:23])=[O:22])=[O:7])([CH3:4])([CH3:3])[CH3:2], predict the reactants needed to synthesize it. The reactants are: [C:1]([O:5][C:6]([N:8]([C:25]([O:27][C:28]([CH3:31])([CH3:30])[CH3:29])=[O:26])[C:9]1[CH:13]=[C:12]([C:14]2[CH:19]=[CH:18][C:17]([Cl:20])=[CH:16][CH:15]=2)[S:11][C:10]=1[C:21]([O:23]C)=[O:22])=[O:7])([CH3:4])([CH3:3])[CH3:2].[OH-].[Na+]. (3) Given the product [CH3:1][O:2][C:3](=[O:4])[C@@H:5]([N:9]1[CH:8]=[C:13]([C:14]2[CH:19]=[CH:18][C:17]([F:20])=[C:16]([F:21])[CH:15]=2)[C:12]([CH2:22][CH2:23][CH2:24][CH2:25][CH2:26][CH2:27][CH3:28])=[CH:11][C:10]1=[O:29])[CH3:6], predict the reactants needed to synthesize it. The reactants are: [CH3:1][O:2][C:3]([C@H:5]1[N:9]2[C:10](=[O:29])[CH:11]=[C:12]([CH2:22][CH2:23][CH2:24][CH2:25][CH2:26][CH2:27][CH3:28])[C:13]([C:14]3[CH:19]=[CH:18][C:17]([F:20])=[C:16]([F:21])[CH:15]=3)=[C:8]2S[CH2:6]1)=[O:4]. (4) Given the product [CH2:26]([N:10]1[C:9]2[N:8]=[C:7]([CH2:6][C:5]3[CH:4]=[CH:3][C:2]([NH:1][S:40]([C:35]4[CH:34]=[C:33]([Cl:32])[CH:38]=[C:37]([Cl:39])[CH:36]=4)(=[O:42])=[O:41])=[CH:31][CH:30]=3)[NH:15][C:14]=2[C:13](=[O:16])[N:12]([CH2:17][C:18]2[CH:23]=[CH:22][CH:21]=[CH:20][C:19]=2[F:24])[C:11]1=[O:25])[CH2:27][CH2:28][CH3:29], predict the reactants needed to synthesize it. The reactants are: [NH2:1][C:2]1[CH:31]=[CH:30][C:5]([CH2:6][C:7]2[NH:15][C:14]3[C:13](=[O:16])[N:12]([CH2:17][C:18]4[CH:23]=[CH:22][CH:21]=[CH:20][C:19]=4[F:24])[C:11](=[O:25])[N:10]([CH2:26][CH2:27][CH2:28][CH3:29])[C:9]=3[N:8]=2)=[CH:4][CH:3]=1.[Cl:32][C:33]1[CH:34]=[C:35]([S:40](Cl)(=[O:42])=[O:41])[CH:36]=[C:37]([Cl:39])[CH:38]=1. (5) Given the product [Br:1][C:2]1[CH:3]=[C:4](/[CH:5]=[N:17]\[S:14]([C:10]([CH3:13])([CH3:12])[CH3:11])(=[O:16])=[O:15])[CH:7]=[CH:8][CH:9]=1, predict the reactants needed to synthesize it. The reactants are: [Br:1][C:2]1[CH:3]=[C:4]([CH:7]=[CH:8][CH:9]=1)[CH:5]=O.[C:10]([S:14]([NH2:17])(=[O:16])=[O:15])([CH3:13])([CH3:12])[CH3:11]. (6) Given the product [F:1][C:2]1[CH:3]=[CH:4][C:5]([CH:8]([O:29][C:35]2[CH:36]=[CH:37][C:32]([O:31][CH3:30])=[CH:33][CH:34]=2)[CH2:9][CH2:10][N:11]2[CH2:16][CH2:15][CH:14]([C:17]3[CH:18]=[C:19]([NH:23][C:24](=[O:28])[CH:25]([CH3:26])[CH3:27])[CH:20]=[CH:21][CH:22]=3)[CH2:13][CH2:12]2)=[CH:6][CH:7]=1, predict the reactants needed to synthesize it. The reactants are: [F:1][C:2]1[CH:7]=[CH:6][C:5]([CH:8]([OH:29])[CH2:9][CH2:10][N:11]2[CH2:16][CH2:15][CH:14]([C:17]3[CH:18]=[C:19]([NH:23][C:24](=[O:28])[CH:25]([CH3:27])[CH3:26])[CH:20]=[CH:21][CH:22]=3)[CH2:13][CH2:12]2)=[CH:4][CH:3]=1.[CH3:30][O:31][C:32]1[CH:37]=[CH:36][C:35](O)=[CH:34][CH:33]=1.